From a dataset of Reaction yield outcomes from USPTO patents with 853,638 reactions. Predict the reaction yield, written as a fraction of the theoretical maximum amount of product (1.0 means a 100% yield; for example, 0.34 means a 34% yield). (1) The reactants are [CH3:1][O:2][C:3](=[O:13])[C:4]([CH3:12])([CH3:11])[CH2:5][O:6]S(C)(=O)=O.[Br:14][C:15]1[CH:20]=[CH:19][CH:18]=[CH:17][C:16]=1O.C([O-])([O-])=O.[Cs+].[Cs+]. The catalyst is C(#N)C. The product is [CH3:1][O:2][C:3](=[O:13])[C:4]([CH3:12])([CH3:11])[CH2:5][O:6][C:16]1[CH:17]=[CH:18][CH:19]=[CH:20][C:15]=1[Br:14]. The yield is 0.700. (2) The reactants are S([O-])([O-])=O.[Na+:5].[Na+].C(=O)(O)[O-].[Na+].[Cl:12][C:13]1[CH:14]=[C:15]([S:19](Cl)(=[O:21])=[O:20])[CH:16]=[CH:17][CH:18]=1. The catalyst is O. The product is [Cl:12][C:13]1[CH:14]=[C:15]([S:19]([O-:21])=[O:20])[CH:16]=[CH:17][CH:18]=1.[Na+:5]. The yield is 0.650. (3) The reactants are C(OC([N:8]1[CH2:13][CH2:12][CH:11]([N:14]2[C:27]3[CH:26]=[CH:25][C:24]([C:28](=[NH:31])[NH:29]O)=[CH:23][C:22]=3[O:21][C:20]3[C:15]2=[CH:16][CH:17]=[CH:18][CH:19]=3)[CH2:10][CH2:9]1)=O)(C)(C)C.[C:32](N1C=CN=C1)(N1C=CN=C1)=[O:33].Cl.[O:45]1CCOCC1. No catalyst specified. The product is [NH:8]1[CH2:13][CH2:12][CH:11]([N:14]2[C:27]3[CH:26]=[CH:25][C:24]([C:28]4[NH:29][C:32](=[O:33])[O:45][N:31]=4)=[CH:23][C:22]=3[O:21][C:20]3[C:15]2=[CH:16][CH:17]=[CH:18][CH:19]=3)[CH2:10][CH2:9]1. The yield is 0.144.